Dataset: Forward reaction prediction with 1.9M reactions from USPTO patents (1976-2016). Task: Predict the product of the given reaction. (1) Given the reactants Br[C:2]1[N:7]=[C:6]([C@:8]2([OH:33])[CH2:13][CH2:12][N:11]([C:14]([C:16]3[CH:21]=[CH:20][C:19]([O:22][CH2:23][CH2:24][O:25][C:26]([F:29])([F:28])[F:27])=[C:18]([O:30][CH3:31])[CH:17]=3)=[O:15])[CH2:10][C@H:9]2[OH:32])[CH:5]=[CH:4][CH:3]=1, predict the reaction product. The product is: [OH:32][C@H:9]1[C@:8]([OH:33])([C:6]2[CH:5]=[CH:4][CH:3]=[CH:2][N:7]=2)[CH2:13][CH2:12][N:11]([C:14]([C:16]2[CH:21]=[CH:20][C:19]([O:22][CH2:23][CH2:24][O:25][C:26]([F:28])([F:27])[F:29])=[C:18]([O:30][CH3:31])[CH:17]=2)=[O:15])[CH2:10]1. (2) Given the reactants [F:1][C:2]1[CH:10]=[C:9]2[C:5]([C:6]([CH:11]=O)=[CH:7][NH:8]2)=[CH:4][CH:3]=1.[NH2:13]O.C([O-])=O.[Na+].O, predict the reaction product. The product is: [F:1][C:2]1[CH:10]=[C:9]2[C:5]([C:6]([C:11]#[N:13])=[CH:7][NH:8]2)=[CH:4][CH:3]=1. (3) Given the reactants OC(C(F)(F)F)=O.[O:8]1[C:12]2[CH:13]=[CH:14][C:15]([C:17]3[CH:22]=[CH:21][C:20]([C:23]4[N:27]([CH2:28][C@@H:29]5[CH2:33][CH2:32][NH:31][CH2:30]5)[C:26](=[O:34])[C:25]5([CH2:38][CH2:37][CH2:36][CH2:35]5)[N:24]=4)=[CH:19][CH:18]=3)=[CH:16][C:11]=2[CH:10]=[CH:9]1.CCN(C(C)C)C(C)C.[CH3:48][C:49]1([C:52](Cl)=[O:53])[CH2:51][CH2:50]1, predict the reaction product. The product is: [O:8]1[C:12]2[CH:13]=[CH:14][C:15]([C:17]3[CH:22]=[CH:21][C:20]([C:23]4[N:27]([CH2:28][C@@H:29]5[CH2:33][CH2:32][N:31]([C:52]([C:49]6([CH3:48])[CH2:51][CH2:50]6)=[O:53])[CH2:30]5)[C:26](=[O:34])[C:25]5([CH2:38][CH2:37][CH2:36][CH2:35]5)[N:24]=4)=[CH:19][CH:18]=3)=[CH:16][C:11]=2[CH:10]=[CH:9]1. (4) Given the reactants [OH-].[Na+].[O:3]=[C:4]1[CH2:9][S:8][C:7]2[CH:10]=[CH:11][C:12]([C:14]([O:16]C)=[O:15])=[N:13][C:6]=2[NH:5]1, predict the reaction product. The product is: [O:3]=[C:4]1[CH2:9][S:8][C:7]2[CH:10]=[CH:11][C:12]([C:14]([OH:16])=[O:15])=[N:13][C:6]=2[NH:5]1. (5) Given the reactants [CH3:1][O:2][C:3]1[CH:8]=[CH:7][C:6]([CH2:9][O:10][CH:11]2[CH2:16][CH:15]3[CH:13]([O:14]3)[CH2:12]2)=[CH:5][CH:4]=1.[CH2:17]([NH:20][CH2:21][CH:22]=[CH2:23])[CH:18]=[CH2:19], predict the reaction product. The product is: [CH2:17]([N:20]([CH2:21][CH:22]=[CH2:23])[CH:13]1[CH2:12][CH:11]([O:10][CH2:9][C:6]2[CH:5]=[CH:4][C:3]([O:2][CH3:1])=[CH:8][CH:7]=2)[CH2:16][CH:15]1[OH:14])[CH:18]=[CH2:19]. (6) Given the reactants [Cl:1][C:2]1[CH:3]=[C:4]([C:9]([SH:31])([C:27]([F:30])([F:29])[F:28])[CH2:10][C:11]([C:13]2[CH:25]=[CH:24][C:16]([C:17]([NH:19][CH:20]3[CH2:23][S:22][CH2:21]3)=[O:18])=[C:15]([CH3:26])[CH:14]=2)=O)[CH:5]=[C:6]([Cl:8])[CH:7]=1.[NH2:32]OS(O)(=O)=O.[OH-].[K+], predict the reaction product. The product is: [Cl:1][C:2]1[CH:3]=[C:4]([C:9]2([C:27]([F:30])([F:29])[F:28])[S:31][N:32]=[C:11]([C:13]3[CH:25]=[CH:24][C:16]([C:17]([NH:19][CH:20]4[CH2:23][S:22][CH2:21]4)=[O:18])=[C:15]([CH3:26])[CH:14]=3)[CH2:10]2)[CH:5]=[C:6]([Cl:8])[CH:7]=1. (7) Given the reactants Br[C:2]1[S:3][CH:4]=[C:5]([CH2:7][O:8][Si:9]([C:12]([CH3:15])([CH3:14])[CH3:13])([CH3:11])[CH3:10])[N:6]=1.C([Li])CCC.[C:21]1(=[O:27])[CH2:26][CH2:25][CH2:24][CH2:23][CH2:22]1, predict the reaction product. The product is: [Si:9]([O:8][CH2:7][C:5]1[N:6]=[C:2]([C:21]2([OH:27])[CH2:26][CH2:25][CH2:24][CH2:23][CH2:22]2)[S:3][CH:4]=1)([C:12]([CH3:15])([CH3:14])[CH3:13])([CH3:11])[CH3:10]. (8) Given the reactants [Cl:1][C:2]1[CH:7]=[CH:6][C:5]([CH2:8][CH2:9][CH:10]([NH2:13])[CH2:11][NH2:12])=[CH:4][CH:3]=1.[C:14](O)(=O)C.C(N)=N, predict the reaction product. The product is: [Cl:1][C:2]1[CH:3]=[CH:4][C:5]([CH2:8][CH2:9][CH:10]2[CH2:11][NH:12][CH:14]=[N:13]2)=[CH:6][CH:7]=1.